From a dataset of Forward reaction prediction with 1.9M reactions from USPTO patents (1976-2016). Predict the product of the given reaction. (1) Given the reactants [CH2:1]([C:3]1[C:8]([OH:9])=[CH:7][C:6]([OH:10])=[CH:5][C:4]=1[CH2:11][C:12]([O:14][CH3:15])=[O:13])[CH3:2].C(=O)([O-])[O-].[K+].[K+].[CH2:22](Br)[C:23]1[CH:28]=[CH:27][CH:26]=[CH:25][CH:24]=1.O, predict the reaction product. The product is: [CH2:22]([O:9][C:8]1[C:3]([CH2:1][CH3:2])=[C:4]([CH2:11][C:12]([O:14][CH3:15])=[O:13])[CH:5]=[C:6]([O:10][CH2:1][C:3]2[CH:8]=[CH:7][CH:6]=[CH:5][CH:4]=2)[CH:7]=1)[C:23]1[CH:28]=[CH:27][CH:26]=[CH:25][CH:24]=1. (2) Given the reactants [Cl:1][C:2]1[NH:6][C:5]2[CH:7]=[CH:8][CH:9]=[CH:10][C:4]=2[N:3]=1.[CH3:11][N:12]([CH3:17])[S:13](Cl)(=[O:15])=[O:14].N12CCN(CC1)CC2.O, predict the reaction product. The product is: [CH3:11][N:12]([CH3:17])[S:13]([N:3]1[C:4]2[CH:10]=[CH:9][CH:8]=[CH:7][C:5]=2[N:6]=[C:2]1[Cl:1])(=[O:15])=[O:14]. (3) The product is: [CH2:1]([NH:5][C:6]1[S:7][C:8]([C:16]([OH:17])([C:18]([F:21])([F:20])[F:19])[C:15]([F:23])([F:22])[F:14])=[CH:9][N:10]=1)[CH2:2][CH2:3][CH3:4]. Given the reactants [CH2:1]([NH:5][C:6]1[S:7][CH:8]=[CH:9][N:10]=1)[CH2:2][CH2:3][CH3:4].O.O.O.[F:14][C:15]([F:23])([F:22])[C:16]([C:18]([F:21])([F:20])[F:19])=[O:17], predict the reaction product. (4) Given the reactants [Cl:1][C:2]1[CH:13]=[CH:12][C:5]([C:6](N(C)OC)=[O:7])=[C:4]([F:14])[CH:3]=1.[CH2:15]([Mg]Br)[CH:16]([CH3:18])[CH3:17], predict the reaction product. The product is: [Cl:1][C:2]1[CH:13]=[CH:12][C:5]([C:6](=[O:7])[CH2:15][CH:16]([CH3:18])[CH3:17])=[C:4]([F:14])[CH:3]=1. (5) Given the reactants C([N:4]1[CH:8]=[CH:7][C:6]([O:9][CH2:10][C:11]2[C:16]([CH3:17])=[CH:15][CH:14]=[CH:13][C:12]=2[N:18]2[C:22](=[O:23])[N:21]([CH3:24])[N:20]=[N:19]2)=[N:5]1)(=O)C.C[O-].[Na+].C(=O)(O)[O-].[Na+], predict the reaction product. The product is: [NH:4]1[CH:8]=[CH:7][C:6]([O:9][CH2:10][C:11]2[C:16]([CH3:17])=[CH:15][CH:14]=[CH:13][C:12]=2[N:18]2[C:22](=[O:23])[N:21]([CH3:24])[N:20]=[N:19]2)=[N:5]1.